This data is from Forward reaction prediction with 1.9M reactions from USPTO patents (1976-2016). The task is: Predict the product of the given reaction. (1) The product is: [CH3:1][O:2][C:3]([C:4]1[CH2:5][C:6]([OH:7])([C:8]2[O:9][C:10]([O:13][CH3:14])=[CH:11][N:12]=2)[N:17]([C:19]2[CH:24]=[N:23][C:22]([CH3:25])=[CH:21][CH:20]=2)[N:18]=1)=[O:16]. Given the reactants [CH3:1][O:2][C:3](=[O:16])[C:4](=O)[CH2:5][C:6]([C:8]1[O:9][C:10]([O:13][CH3:14])=[CH:11][N:12]=1)=[O:7].[NH:17]([C:19]1[CH:20]=[CH:21][C:22]([CH3:25])=[N:23][CH:24]=1)[NH2:18].C(O)(=O)C, predict the reaction product. (2) Given the reactants [C:1]([O:5][C:6]([N:8]([C:11]1([C@H:14]2[CH2:18][N:17]([C@H:19]([C:21]3[CH:26]=[CH:25][CH:24]=[CH:23][CH:22]=3)[CH3:20])[C:16](=O)[CH2:15]2)[CH2:13][CH2:12]1)[CH2:9][CH3:10])=[O:7])([CH3:4])([CH3:3])[CH3:2], predict the reaction product. The product is: [C:1]([O:5][C:6]([N:8]([C:11]1([C@@H:14]2[CH2:15][CH2:16][N:17]([C@H:19]([C:21]3[CH:26]=[CH:25][CH:24]=[CH:23][CH:22]=3)[CH3:20])[CH2:18]2)[CH2:12][CH2:13]1)[CH2:9][CH3:10])=[O:7])([CH3:3])([CH3:4])[CH3:2]. (3) Given the reactants [C:1]([O:4][C:5]1[CH:10]=[CH:9][C:8]([F:11])=[CH:7][C:6]=1[O:12][CH3:13])(=[O:3])[CH3:2].[I:14]Cl, predict the reaction product. The product is: [C:1]([O:4][C:5]1[CH:10]=[C:9]([I:14])[C:8]([F:11])=[CH:7][C:6]=1[O:12][CH3:13])(=[O:3])[CH3:2]. (4) Given the reactants Cl[C:2]1[N:12]=[C:11]2[C:5]([N:6]([CH3:19])[C:7](=[O:18])[CH2:8][CH2:9][N:10]2[CH:13]([CH3:17])[CH2:14][O:15][CH3:16])=[CH:4][N:3]=1.[NH2:20][C:21]1[CH:36]=[CH:35][C:24]([C:25]([NH:27][CH:28]2[CH2:33][CH2:32][N:31]([CH3:34])[CH2:30][CH2:29]2)=[O:26])=[CH:23][C:22]=1[O:37][CH3:38].O.C1(C)C=CC(S(O)(=O)=O)=CC=1, predict the reaction product. The product is: [CH3:38][O:37][C:22]1[CH:23]=[C:24]([CH:35]=[CH:36][C:21]=1[NH:20][C:2]1[N:12]=[C:11]2[C:5](=[CH:4][N:3]=1)[N:6]([CH3:19])[C:7](=[O:18])[CH2:8][CH2:9][N:10]2[CH:13]([CH3:17])[CH2:14][O:15][CH3:16])[C:25]([NH:27][CH:28]1[CH2:33][CH2:32][N:31]([CH3:34])[CH2:30][CH2:29]1)=[O:26]. (5) Given the reactants [Cl:1]N1C(=O)CCC1=O.[NH:9]1[C:17]2[CH:16]=[C:15]([C:18]([O:20][C:21]([CH3:24])([CH3:23])[CH3:22])=[O:19])[N:14]=[CH:13][C:12]=2[CH:11]=[CH:10]1, predict the reaction product. The product is: [Cl:1][C:11]1[C:12]2[CH:13]=[N:14][C:15]([C:18]([O:20][C:21]([CH3:24])([CH3:23])[CH3:22])=[O:19])=[CH:16][C:17]=2[NH:9][CH:10]=1. (6) The product is: [OH:6][CH2:7][CH2:8][C:9]1[CH:10]=[CH:11][C:12]([C:15]2[S:16][CH:17]=[C:18]([CH:20]([C:22]3[CH:34]=[CH:33][C:25]4[NH:26][C:27](=[O:29])[S:28][C:24]=4[CH:23]=3)[CH3:21])[N:19]=2)=[N:13][CH:14]=1. Given the reactants C([Si](C1C=CC=CC=1)(C1C=CC=CC=1)[O:6][CH2:7][CH2:8][C:9]1[CH:10]=[CH:11][C:12]([C:15]2[S:16][CH:17]=[C:18]([CH:20]([C:22]3[CH:34]=[CH:33][C:25]4[N:26](COC)[C:27](=[O:29])[S:28][C:24]=4[CH:23]=3)[CH3:21])[N:19]=2)=[N:13][CH:14]=1)(C)(C)C, predict the reaction product. (7) Given the reactants [F:1][C:2]1[CH:10]=[C:9]([NH:11][C:12]([C:14]2[CH:23]=[C:22]3[C:17]([CH2:18][CH2:19][CH2:20][N:21]3[S:24]([C:27]3[CH:32]=[C:31]([CH3:33])[CH:30]=[CH:29][C:28]=3[O:34][CH3:35])(=[O:26])=[O:25])=[CH:16][CH:15]=2)=[O:13])[CH:8]=[CH:7][C:3]=1[C:4]([OH:6])=[O:5].CO[C:38]1C=CC(C)=C[C:39]=1S(Cl)(=O)=O, predict the reaction product. The product is: [CH2:38]([O:5][C:4](=[O:6])[C:3]1[CH:7]=[CH:8][C:9]([NH:11][C:12]([C:14]2[CH:23]=[C:22]3[C:17]([CH2:18][CH2:19][CH2:20][N:21]3[S:24]([C:27]3[CH:32]=[C:31]([CH3:33])[CH:30]=[CH:29][C:28]=3[O:34][CH3:35])(=[O:25])=[O:26])=[CH:16][CH:15]=2)=[O:13])=[CH:10][C:2]=1[F:1])[CH3:39].